Dataset: Full USPTO retrosynthesis dataset with 1.9M reactions from patents (1976-2016). Task: Predict the reactants needed to synthesize the given product. (1) Given the product [Cl:8][C:9]1[CH:14]=[CH:13][C:12]([C:2]2[N:7]=[CH:6][CH:5]=[CH:4][N:3]=2)=[CH:11][C:10]=1[C:18]([O:20][CH3:21])=[O:19], predict the reactants needed to synthesize it. The reactants are: Br[C:2]1[N:7]=[CH:6][CH:5]=[CH:4][N:3]=1.[Cl:8][C:9]1[CH:14]=[CH:13][C:12](B(O)O)=[CH:11][C:10]=1[C:18]([O:20][CH3:21])=[O:19].C1(P(C2C=CC=CC=2)C2C=CC=CC=2)C=CC=CC=1. (2) Given the product [C:34]([C:33]1[CH:36]=[CH:37][C:30]([O:29][CH2:28][CH2:27][CH2:26][O:1][C:2]2[CH:3]=[C:4]([C:8]3[O:9][C:10]4[CH:16]=[CH:15][C:14]([C:17]#[N:18])=[CH:13][C:11]=4[CH:12]=3)[CH:5]=[CH:6][CH:7]=2)=[CH:31][CH:32]=1)#[N:35], predict the reactants needed to synthesize it. The reactants are: [OH:1][C:2]1[CH:3]=[C:4]([C:8]2[O:9][C:10]3[CH:16]=[CH:15][C:14]([C:17]#[N:18])=[CH:13][C:11]=3[CH:12]=2)[CH:5]=[CH:6][CH:7]=1.C([O-])([O-])=O.[K+].[K+].Br[CH2:26][CH2:27][CH2:28][O:29][C:30]1[CH:37]=[CH:36][C:33]([C:34]#[N:35])=[CH:32][CH:31]=1.O. (3) Given the product [CH3:22][C:23]1([CH3:31])[O:27][C@@H:26]([CH2:28][O:29][NH:30][C:19]([C:11]2[N:12]=[CH:13][C:14]3[N:15]([CH:16]=[N:17][CH:18]=3)[C:10]=2[NH:9][C:3]2[CH:4]=[CH:5][C:6]([I:8])=[CH:7][C:2]=2[F:1])=[O:21])[CH2:25][O:24]1, predict the reactants needed to synthesize it. The reactants are: [F:1][C:2]1[CH:7]=[C:6]([I:8])[CH:5]=[CH:4][C:3]=1[NH:9][C:10]1[N:15]2[CH:16]=[N:17][CH:18]=[C:14]2[CH:13]=[N:12][C:11]=1[C:19]([OH:21])=O.[CH3:22][C:23]1([CH3:31])[O:27][C@@H:26]([CH2:28][O:29][NH2:30])[CH2:25][O:24]1.C1C=CC2N(O)N=NC=2C=1.CCN=C=NCCCN(C)C.CN1CCOCC1. (4) Given the product [CH3:29][O:28][C:11]1[CH:10]=[C:9]([OH:8])[C:17]2[O:16][C:15]([C:18]3[N:19]=[C:20]4[N:24]([CH:25]=3)[N:23]=[C:22]([O:26][CH3:27])[S:21]4)=[CH:14][C:13]=2[CH:12]=1, predict the reactants needed to synthesize it. The reactants are: C([O:8][C:9]1[C:17]2[O:16][C:15]([C:18]3[N:19]=[C:20]4[N:24]([CH:25]=3)[N:23]=[C:22]([O:26][CH3:27])[S:21]4)=[CH:14][C:13]=2[CH:12]=[C:11]([O:28][CH3:29])[CH:10]=1)C1C=CC=CC=1.CC1C=C(C)C(C)=C(C)C=1C.ClB(Cl)Cl. (5) Given the product [N+:8]([C:7]1[C:2]([NH:14][C@H:15]2[CH2:20][CH2:19][C@H:18]([CH2:21][CH2:22][C:23]#[N:24])[CH2:17][CH2:16]2)=[C:3]2[S:13][CH:12]=[CH:11][C:4]2=[N:5][CH:6]=1)([O-:10])=[O:9], predict the reactants needed to synthesize it. The reactants are: Cl[C:2]1[C:7]([N+:8]([O-:10])=[O:9])=[CH:6][N:5]=[C:4]2[CH:11]=[CH:12][S:13][C:3]=12.[NH2:14][C@H:15]1[CH2:20][CH2:19][C@H:18]([CH2:21][CH2:22][C:23]#[N:24])[CH2:17][CH2:16]1.C(N(CC)C(C)C)(C)C. (6) Given the product [CH3:1][C:2]1[CH:3]=[C:4]([NH:5][C:19]([NH:18][C:10](=[O:17])[C:11]2[CH:12]=[CH:13][CH:14]=[CH:15][CH:16]=2)=[S:20])[CH:6]=[C:7]([CH3:9])[CH:8]=1, predict the reactants needed to synthesize it. The reactants are: [CH3:1][C:2]1[CH:3]=[C:4]([CH:6]=[C:7]([CH3:9])[CH:8]=1)[NH2:5].[C:10]([N:18]=[C:19]=[S:20])(=[O:17])[C:11]1[CH:16]=[CH:15][CH:14]=[CH:13][CH:12]=1. (7) Given the product [CH3:1][N:2]([CH3:30])[CH:3]1[CH2:4][CH2:5][N:6]([C:9]2[CH:14]=[CH:13][C:12]([NH:15][C:16]3[N:21]=[C:20]4[N:22]([CH:27]([CH3:28])[CH3:29])[C:23](=[O:26])[N:24]=[CH:25][C:19]4=[CH:18][N:17]=3)=[CH:11][CH:10]=2)[CH2:7][CH2:8]1, predict the reactants needed to synthesize it. The reactants are: [CH3:1][N:2]([CH3:30])[CH:3]1[CH2:8][CH2:7][N:6]([C:9]2[CH:14]=[CH:13][C:12]([NH:15][C:16]3[N:21]=[C:20]4[N:22]([CH:27]([CH3:29])[CH3:28])[C:23](=[O:26])[NH:24][CH2:25][C:19]4=[CH:18][N:17]=3)=[CH:11][CH:10]=2)[CH2:5][CH2:4]1.FC(F)(F)C(O)=O.CC(C)([O-])C.[K+]. (8) The reactants are: [NH2:1][C:2]1[N:7]=[CH:6][N:5]=[C:4]2[N:8]([C@H:18]3[CH2:22][CH2:21][N:20]([C:23](OC(C)(C)C)=[O:24])[CH2:19]3)[N:9]=[C:10]([C:11]3[CH:16]=[CH:15][C:14]([NH2:17])=[CH:13][CH:12]=3)[C:3]=12.[F:30][C:31]([F:42])([F:41])[C:32]1[CH:33]=[C:34]([N:38]=[C:39]=[O:40])[CH:35]=[CH:36][CH:37]=1.C(O)=O.Cl. Given the product [NH2:1][C:2]1[N:7]=[CH:6][N:5]=[C:4]2[N:8]([C@H:18]3[CH2:22][CH2:21][N:20]([C:23]([NH:38][C:34]4[CH:35]=[CH:36][CH:37]=[C:32]([C:31]([F:30])([F:41])[F:42])[CH:33]=4)=[O:24])[CH2:19]3)[N:9]=[C:10]([C:11]3[CH:16]=[CH:15][C:14]([NH:17][C:39]([NH:38][C:34]4[CH:35]=[CH:36][CH:37]=[C:32]([C:31]([F:41])([F:42])[F:30])[CH:33]=4)=[O:40])=[CH:13][CH:12]=3)[C:3]=12, predict the reactants needed to synthesize it. (9) The reactants are: [CH3:1][O:2][CH2:3][CH2:4][N:5]([CH2:7][C:8]#[N:9])[CH3:6]. Given the product [CH3:1][O:2][CH2:3][CH2:4][N:5]([CH3:6])[CH2:7][CH2:8][NH2:9], predict the reactants needed to synthesize it.